This data is from Catalyst prediction with 721,799 reactions and 888 catalyst types from USPTO. The task is: Predict which catalyst facilitates the given reaction. (1) Reactant: [CH2:1]([O:8][C:9]([N:11]1[CH2:16][CH2:15][CH:14]([C:17](=[O:34])[C:18]2[CH:23]=[CH:22][C:21]([C@@H:24]([NH:26][C:27]([O:29][C:30]([CH3:33])([CH3:32])[CH3:31])=[O:28])[CH3:25])=[CH:20][CH:19]=2)[CH2:13][CH2:12]1)=[O:10])[C:2]1[CH:7]=[CH:6][CH:5]=[CH:4][CH:3]=1.[CH3:35][Mg]Cl.[Cl-].[NH4+]. Product: [CH2:1]([O:8][C:9]([N:11]1[CH2:16][CH2:15][CH:14]([C:17]([C:18]2[CH:19]=[CH:20][C:21]([C@@H:24]([NH:26][C:27]([O:29][C:30]([CH3:33])([CH3:32])[CH3:31])=[O:28])[CH3:25])=[CH:22][CH:23]=2)([OH:34])[CH3:35])[CH2:13][CH2:12]1)=[O:10])[C:2]1[CH:7]=[CH:6][CH:5]=[CH:4][CH:3]=1. The catalyst class is: 7. (2) Reactant: [N:1]1[CH:6]=[C:5]([CH2:7][O:8][C:9]2[CH:14]=[CH:13][C:12]([CH2:15][C:16]([O:18]C)=[O:17])=[CH:11][CH:10]=2)[CH:4]=[N:3][CH:2]=1.[ClH:20]. Product: [ClH:20].[N:1]1[CH:6]=[C:5]([CH2:7][O:8][C:9]2[CH:10]=[CH:11][C:12]([CH2:15][C:16]([OH:18])=[O:17])=[CH:13][CH:14]=2)[CH:4]=[N:3][CH:2]=1. The catalyst class is: 74. (3) Reactant: I[C:2]1[CH:7]=[CH:6][N:5]([CH3:8])[C:4](=[O:9])[CH:3]=1.[OH:10][C:11]([CH3:44])([CH3:43])[CH2:12][C@@:13]1([C:37]2[CH:42]=[CH:41][CH:40]=[CH:39][CH:38]=2)[O:18][C:17](=[O:19])[N:16]([C@H:20]([C:22]2[CH:27]=[CH:26][C:25](B3OC(C)(C)C(C)(C)O3)=[CH:24][CH:23]=2)[CH3:21])[CH2:15][CH2:14]1.C([O-])([O-])=O.[Cs+].[Cs+]. Product: [OH:10][C:11]([CH3:43])([CH3:44])[CH2:12][C@@:13]1([C:37]2[CH:42]=[CH:41][CH:40]=[CH:39][CH:38]=2)[O:18][C:17](=[O:19])[N:16]([C@H:20]([C:22]2[CH:23]=[CH:24][C:25]([C:2]3[CH:7]=[CH:6][N:5]([CH3:8])[C:4](=[O:9])[CH:3]=3)=[CH:26][CH:27]=2)[CH3:21])[CH2:15][CH2:14]1. The catalyst class is: 184. (4) Reactant: [CH3:1][O:2][C:3]1[CH:4]=[C:5]2[C:10](=[CH:11][C:12]=1[O:13][CH3:14])[N:9]=[CH:8][N:7]=[C:6]2[O:15][C:16]1[CH:17]=[C:18]([CH:20]=[CH:21][CH:22]=1)[NH2:19].C(N(CC)C(C)C)(C)C.[C:32]1([C:38]2[O:42][N:41]=[C:40]([NH:43][C:44](=O)[O:45]C3C=CC=CC=3)[CH:39]=2)[CH:37]=[CH:36][CH:35]=[CH:34][CH:33]=1. Product: [CH3:1][O:2][C:3]1[CH:4]=[C:5]2[C:10](=[CH:11][C:12]=1[O:13][CH3:14])[N:9]=[CH:8][N:7]=[C:6]2[O:15][C:16]1[CH:17]=[C:18]([NH:19][C:44]([NH:43][C:40]2[CH:39]=[C:38]([C:32]3[CH:33]=[CH:34][CH:35]=[CH:36][CH:37]=3)[O:42][N:41]=2)=[O:45])[CH:20]=[CH:21][CH:22]=1. The catalyst class is: 453. (5) The catalyst class is: 659. Reactant: Cl[C:2]1[C:7]([CH:8]([CH2:13][CH2:14][CH3:15])[C:9]([O:11][CH3:12])=[O:10])=[C:6]([CH3:16])[N:5]=[C:4]([N:17]2[CH2:22][CH2:21][CH2:20][CH2:19][CH2:18]2)[N:3]=1.C(N(CC)C(C)C)(C)C.[N:32]1[C:41]2[C:36](=[C:37](B(O)O)[CH:38]=[CH:39][CH:40]=2)[CH:35]=[CH:34][CH:33]=1. Product: [CH3:16][C:6]1[C:7]([CH:8]([CH2:13][CH2:14][CH3:15])[C:9]([O:11][CH3:12])=[O:10])=[C:2]([C:37]2[CH:38]=[CH:39][CH:40]=[C:41]3[C:36]=2[CH:35]=[CH:34][CH:33]=[N:32]3)[N:3]=[C:4]([N:17]2[CH2:22][CH2:21][CH2:20][CH2:19][CH2:18]2)[N:5]=1.